This data is from Reaction yield outcomes from USPTO patents with 853,638 reactions. The task is: Predict the reaction yield, written as a fraction of the theoretical maximum amount of product (1.0 means a 100% yield; for example, 0.34 means a 34% yield). (1) The reactants are C(O[C:6](=O)[N:7]([CH2:9][C:10]1[C:15]([Br:16])=[CH:14][CH:13]=[CH:12][C:11]=1[NH2:17])C)(C)(C)C.Cl.C([O-])(O)=O.[Na+].C(OCC)(=O)C. The yield is 0.760. The product is [Br:16][C:15]1[C:10]([CH2:9][NH:7][CH3:6])=[C:11]([NH2:17])[CH:12]=[CH:13][CH:14]=1. The catalyst is C(O)C. (2) The reactants are [C:1]([C:4]1[CH:5]=[CH:6][C:7]2[O:8][CH2:9][CH2:10][C:11]3[CH:17]=[C:16]([C:18]4[N:22]([C:23]5[CH:28]=[CH:27][C:26]([F:29])=[CH:25][C:24]=5[F:30])[N:21]=[CH:20][N:19]=4)[S:15][C:12]=3[C:13]=2[N:14]=1)([OH:3])=O.[CH3:31][N:32]([CH3:35])[CH:33]=O.[CH:36]([N:39](CC)[CH:40](C)C)(C)C.F[P-](F)(F)(F)(F)F.C[N+](C)=C(N(C)C)ON1C2N=CC=CC=2N=N1.C(=O)(O)[O-].[Na+]. No catalyst specified. The product is [F:30][C:24]1[CH:25]=[C:26]([F:29])[CH:27]=[CH:28][C:23]=1[N:22]1[C:18]([C:16]2[S:15][C:12]3[C:13]4[N:14]=[C:4]([C:1]([N:39]5[CH2:40][CH2:33][N:32]([CH3:35])[CH2:31][CH2:36]5)=[O:3])[CH:5]=[CH:6][C:7]=4[O:8][CH2:9][CH2:10][C:11]=3[CH:17]=2)=[N:19][CH:20]=[N:21]1. The yield is 0.320.